From a dataset of Full USPTO retrosynthesis dataset with 1.9M reactions from patents (1976-2016). Predict the reactants needed to synthesize the given product. The reactants are: [CH3:1][O:2][CH2:3][O:4][C:5]1[CH:10]=[CH:9][CH:8]=[C:7]([O:11][CH2:12][O:13][CH3:14])[CH:6]=1.[Li]CCCC.[CH3:20][CH:21]([CH3:25])[C:22](Cl)=[O:23]. Given the product [CH3:14][O:13][CH2:12][O:11][C:7]1[CH:8]=[CH:9][CH:10]=[C:5]([O:4][CH2:3][O:2][CH3:1])[C:6]=1[C:22](=[O:23])[CH:21]([CH3:25])[CH3:20], predict the reactants needed to synthesize it.